Dataset: Full USPTO retrosynthesis dataset with 1.9M reactions from patents (1976-2016). Task: Predict the reactants needed to synthesize the given product. (1) Given the product [F:38][C:39]1[CH:46]=[CH:45][C:42]([CH2:43][NH:44][C:2]2[N:28]=[CH:27][CH:26]=[CH:25][C:3]=2[C:4]([NH:6][C:7]2[CH:12]=[CH:11][C:10]([C:13]([F:16])([F:15])[F:14])=[C:9]([O:17][CH2:18][CH2:19][N:20]3[CH2:24][CH2:23][CH2:22][CH2:21]3)[CH:8]=2)=[O:5])=[CH:41][CH:40]=1, predict the reactants needed to synthesize it. The reactants are: Cl[C:2]1[N:28]=[CH:27][CH:26]=[CH:25][C:3]=1[C:4]([NH:6][C:7]1[CH:12]=[CH:11][C:10]([C:13]([F:16])([F:15])[F:14])=[C:9]([O:17][CH2:18][CH2:19][N:20]2[CH2:24][CH2:23][CH2:22][CH2:21]2)[CH:8]=1)=[O:5].CCN(C(C)C)C(C)C.[F:38][C:39]1[CH:46]=[CH:45][C:42]([CH2:43][NH2:44])=[CH:41][CH:40]=1. (2) Given the product [F:2][C:3]1[C:8]2[N:9]([CH3:13])[C:10](=[O:12])[O:11][C:7]=2[CH:6]=[C:5]([N:14]2[CH2:18][C@H:17]([C:19]([NH2:1])=[O:20])[O:16][C:15]2=[O:23])[CH:4]=1, predict the reactants needed to synthesize it. The reactants are: [NH3:1].[F:2][C:3]1[C:8]2[N:9]([CH3:13])[C:10](=[O:12])[O:11][C:7]=2[CH:6]=[C:5]([N:14]2[CH2:18][C@H:17]([C:19](OC)=[O:20])[O:16][C:15]2=[O:23])[CH:4]=1. (3) Given the product [NH2:1][C:2](=[O:34])[CH2:3][N:4]([S:20]([C:23]1[CH:32]=[CH:31][C:30]2[C:25](=[CH:26][CH:27]=[C:28]([Cl:33])[CH:29]=2)[CH:24]=1)(=[O:22])=[O:21])[C@H:5]1[CH2:9][CH2:8][N:7]([C@@H:10]([CH3:18])[C:11]([OH:13])=[O:12])[C:6]1=[O:19], predict the reactants needed to synthesize it. The reactants are: [NH2:1][C:2](=[O:34])[CH2:3][N:4]([S:20]([C:23]1[CH:32]=[CH:31][C:30]2[C:25](=[CH:26][CH:27]=[C:28]([Cl:33])[CH:29]=2)[CH:24]=1)(=[O:22])=[O:21])[C@H:5]1[CH2:9][CH2:8][N:7]([C@@H:10]([CH3:18])[C:11]([O:13]C(C)(C)C)=[O:12])[C:6]1=[O:19].FC(F)(F)C(O)=O. (4) Given the product [C@:18]12([CH3:30])[C:24]([CH3:25])([CH3:26])[CH:21]([CH2:22][CH2:23]1)[CH2:20][CH:19]2[C:27]([O:14][CH:9]([C:7]1[CH:8]=[C:3]([O:2][CH3:1])[CH:4]=[CH:5][C:6]=1[N+:15]([O-:17])=[O:16])[C:10]([CH3:13])([CH3:12])[CH3:11])=[O:28], predict the reactants needed to synthesize it. The reactants are: [CH3:1][O:2][C:3]1[CH:4]=[CH:5][C:6]([N+:15]([O-:17])=[O:16])=[C:7]([CH:9]([OH:14])[C:10]([CH3:13])([CH3:12])[CH3:11])[CH:8]=1.[C@:18]12([CH3:30])[C:24]([CH3:26])([CH3:25])[CH:21]([CH2:22][CH2:23]1)[CH2:20][CH:19]2[C:27](Cl)=[O:28]. (5) Given the product [CH3:34][N:31]1[CH2:32][CH2:33][N:28]([C:24]2[CH:25]=[C:26]([NH:18][C:16]3[N:17]=[C:10]4[C:9]([C:6]5[CH:7]=[CH:8][C:3]([C:2]([F:1])([F:19])[F:20])=[CH:4][CH:5]=5)=[CH:14][CH:13]=[CH:12][N:11]4[N:15]=3)[CH:27]=[CH:22][CH:23]=2)[CH2:29][CH2:30]1, predict the reactants needed to synthesize it. The reactants are: [F:1][C:2]([F:20])([F:19])[C:3]1[CH:8]=[CH:7][C:6]([C:9]2[C:10]3[N:11]([N:15]=[C:16]([NH2:18])[N:17]=3)[CH:12]=[CH:13][CH:14]=2)=[CH:5][CH:4]=1.Br[C:22]1[CH:23]=[C:24]([N:28]2[CH2:33][CH2:32][N:31]([CH3:34])[CH2:30][CH2:29]2)[CH:25]=[CH:26][CH:27]=1.C1(P(C2CCCCC2)C2C=CC=CC=2C2C=CC=CC=2P(C2CCCCC2)C2CCCCC2)CCCCC1. (6) Given the product [C:1]([O:5][C:6](=[O:45])[CH2:7][CH:8]([O:37][Si:38]([CH2:41][CH3:42])([CH2:39][CH3:40])[CH3:43])[C:9]([CH3:35])([CH3:36])[C:10](=[O:34])[CH:11]([CH3:33])[CH:12]([OH:24])[CH:13]([CH3:23])[CH2:14][O:15][CH2:16][C:17]1[CH:18]=[CH:19][CH:20]=[CH:21][CH:22]=1)([CH3:4])([CH3:2])[CH3:3], predict the reactants needed to synthesize it. The reactants are: [C:1]([O:5][C:6](=[O:45])[CH2:7][CH:8]([O:37][Si:38]([CH2:43]C)([CH2:41][CH3:42])[CH2:39][CH3:40])[C:9]([CH3:36])([CH3:35])[C:10](=[O:34])[CH:11]([CH3:33])[CH:12]([O:24]C(OCC(Cl)(Cl)Cl)=O)[CH:13]([CH3:23])[CH2:14][O:15][CH2:16][C:17]1[CH:22]=[CH:21][CH:20]=[CH:19][CH:18]=1)([CH3:4])([CH3:3])[CH3:2]. (7) Given the product [ClH:12].[ClH:12].[OH:4][C@@H:2]([CH2:1][O:5][C:6]1[CH:11]=[CH:10][CH:9]=[C:8]([Cl:12])[C:7]=1[C:13]#[N:14])[CH2:3][NH:15][C:16]([CH3:29])([CH3:28])[CH2:17][C:18]1[CH:27]=[CH:26][C:25]2[C:20](=[CH:21][CH:22]=[CH:23][CH:24]=2)[N:19]=1, predict the reactants needed to synthesize it. The reactants are: [CH2:1]([O:5][C:6]1[CH:11]=[CH:10][CH:9]=[C:8]([Cl:12])[C:7]=1[C:13]#[N:14])[C@@H:2]1[O:4][CH2:3]1.[NH2:15][C:16]([CH3:29])([CH3:28])[CH2:17][C:18]1[CH:27]=[CH:26][C:25]2[C:20](=[CH:21][CH:22]=[CH:23][CH:24]=2)[N:19]=1.